This data is from Retrosynthesis with 50K atom-mapped reactions and 10 reaction types from USPTO. The task is: Predict the reactants needed to synthesize the given product. Given the product CC(C)[C@@H](C(=O)O)N1Cc2ccc(-c3ccc(NC(=O)c4ccc(Oc5ccccc5)cc4)cc3)cc2C1=O, predict the reactants needed to synthesize it. The reactants are: COC(=O)[C@H](C(C)C)N1Cc2ccc(-c3ccc(NC(=O)c4ccc(Oc5ccccc5)cc4)cc3)cc2C1=O.